This data is from Reaction yield outcomes from USPTO patents with 853,638 reactions. The task is: Predict the reaction yield, written as a fraction of the theoretical maximum amount of product (1.0 means a 100% yield; for example, 0.34 means a 34% yield). (1) The reactants are [NH:1]1[CH2:11][CH2:10][CH:4]([C:5]([O:7][CH2:8][CH3:9])=[O:6])[CH2:3][CH2:2]1.[F:12][C:13]([F:18])([F:17])[CH2:14][CH:15]=O.CC(O)=O.C([BH3-])#N.[Na+]. The catalyst is C1COCC1.CO. The product is [F:12][C:13]([F:18])([F:17])[CH2:14][CH2:15][N:1]1[CH2:2][CH2:3][CH:4]([C:5]([O:7][CH2:8][CH3:9])=[O:6])[CH2:10][CH2:11]1. The yield is 0.680. (2) The reactants are Cl[C:2]1[N:7]=[C:6]([C:8]2[CH:13]=[CH:12][C:11]([Cl:14])=[C:10]([O:15][CH3:16])[C:9]=2[F:17])[N:5]=[C:4]([C:18]([OH:20])=[O:19])[C:3]=1[O:21][CH2:22][CH3:23].[OH-].[NH4+:25].Cl. The catalyst is O. The product is [NH2:25][C:2]1[N:7]=[C:6]([C:8]2[CH:13]=[CH:12][C:11]([Cl:14])=[C:10]([O:15][CH3:16])[C:9]=2[F:17])[N:5]=[C:4]([C:18]([OH:20])=[O:19])[C:3]=1[O:21][CH2:22][CH3:23]. The yield is 0.690. (3) The reactants are [Br:1][C:2]#[C:3][C:4]([O:6][CH3:7])=[O:5].[N:8]1([C:13]([O:15][C:16]([CH3:19])([CH3:18])[CH3:17])=[O:14])[CH:12]=[CH:11][CH:10]=[CH:9]1. The catalyst is C(OCC)(=O)C.CCCCCC. The product is [Br:1][C:2]1[CH:9]2[N:8]([C:13]([O:15][C:16]([CH3:19])([CH3:18])[CH3:17])=[O:14])[CH:12]([CH:11]=[CH:10]2)[C:3]=1[C:4]([O:6][CH3:7])=[O:5]. The yield is 0.200. (4) The reactants are [CH3:1][O:2][C:3]1[CH:8]=[CH:7][C:6]([S:9]([C:12]([CH2:24][C:25]2[CH:26]=[N:27][CH:28]=[CH:29][CH:30]=2)([CH2:16][C:17]#[C:18][CH2:19][CH2:20][CH2:21][CH2:22][CH3:23])[C:13](O)=[O:14])(=[O:11])=[O:10])=[CH:5][CH:4]=1.Cl.[NH2:32][OH:33]. No catalyst specified. The product is [OH:33][NH:32][C:13](=[O:14])[C:12]([S:9]([C:6]1[CH:7]=[CH:8][C:3]([O:2][CH3:1])=[CH:4][CH:5]=1)(=[O:10])=[O:11])([CH2:24][C:25]1[CH:26]=[N:27][CH:28]=[CH:29][CH:30]=1)[CH2:16][C:17]#[C:18][CH2:19][CH2:20][CH2:21][CH2:22][CH3:23]. The yield is 0.670. (5) The reactants are [C:1]1([CH:7]=[CH:8][C:9]2[CH:14]=[CH:13][CH:12]=[CH:11][CH:10]=2)[CH:6]=[CH:5][CH:4]=[CH:3][CH:2]=1.[Li]C(CC)C.[CH3:20][Sn:21](Cl)(Cl)[CH3:22]. The catalyst is C1COCC1. The product is [CH3:20][Sn:21]1([CH3:22])[C:14]2[CH:13]=[CH:12][CH:11]=[CH:10][C:9]=2[CH:8]=[CH:7][C:1]2[CH:6]=[CH:5][CH:4]=[CH:3][C:2]1=2. The yield is 0.930. (6) The reactants are [F:1][C:2]1[CH:3]=[C:4]2[C:8](=[CH:9][CH:10]=1)[NH:7][C:6](=[O:11])[C:5]2=[CH:12][C:13]1[CH:14]=[C:15]([CH:26]=[CH:27][CH:28]=1)[C:16]([NH:18][CH2:19][CH2:20][CH2:21][CH2:22][C:23](O)=[O:24])=[O:17].C(N(CC)CC)C.ClC(OCC)=O.[NH2:42][OH:43]. The catalyst is [Cl-].[Na+].O.CN(C=O)C. The product is [F:1][C:2]1[CH:3]=[C:4]2[C:8](=[CH:9][CH:10]=1)[NH:7][C:6](=[O:11])[C:5]2=[CH:12][C:13]1[CH:14]=[C:15]([CH:26]=[CH:27][CH:28]=1)[C:16]([NH:18][CH2:19][CH2:20][CH2:21][CH2:22][C:23]([NH:42][OH:43])=[O:24])=[O:17]. The yield is 0.470. (7) The reactants are [NH2:1][C:2]1[N:7]=[CH:6][N:5]=[C:4]2[N:8]([CH2:25][C@@H:26]3[CH2:30][CH2:29][CH2:28][N:27]3[C:31](=[O:35])[CH2:32][C:33]#[N:34])[N:9]=[C:10]([C:11]3[CH:16]=[CH:15][C:14]([O:17][C:18]4[CH:23]=[CH:22][CH:21]=[CH:20][CH:19]=4)=[CH:13][C:12]=3[F:24])[C:3]=12.N1CCCCC1.[CH3:42][C:43]([N:47]1[CH2:52][CH2:51][CH2:50][CH2:49][CH2:48]1)([CH3:46])[CH:44]=O. The catalyst is C1(C)C=CC=CC=1. The product is [NH2:1][C:2]1[N:7]=[CH:6][N:5]=[C:4]2[N:8]([CH2:25][C@@H:26]3[CH2:30][CH2:29][CH2:28][N:27]3[C:31]([C:32](=[CH:42][C:43]([CH3:46])([N:47]3[CH2:52][CH2:51][CH2:50][CH2:49][CH2:48]3)[CH3:44])[C:33]#[N:34])=[O:35])[N:9]=[C:10]([C:11]3[CH:16]=[CH:15][C:14]([O:17][C:18]4[CH:19]=[CH:20][CH:21]=[CH:22][CH:23]=4)=[CH:13][C:12]=3[F:24])[C:3]=12. The yield is 0.180.